Dataset: Full USPTO retrosynthesis dataset with 1.9M reactions from patents (1976-2016). Task: Predict the reactants needed to synthesize the given product. (1) Given the product [ClH:47].[F:1][C:2]1[CH:7]=[C:6]([C:8]2[NH:12][N:11]=[N:10][N:9]=2)[CH:5]=[C:4]([F:13])[C:3]=1[N:14]1[CH2:19][CH2:18][CH:17]([C:20]2[CH:21]=[CH:22][CH:23]=[CH:24][CH:25]=2)[CH:16]([CH2:26][NH:27][C@@H:35]([C:37]2[C:46]3[C:41](=[CH:42][CH:43]=[CH:44][CH:45]=3)[CH:40]=[CH:39][CH:38]=2)[CH3:36])[CH2:15]1, predict the reactants needed to synthesize it. The reactants are: [F:1][C:2]1[CH:7]=[C:6]([C:8]2[NH:12][N:11]=[N:10][N:9]=2)[CH:5]=[C:4]([F:13])[C:3]=1[N:14]1[CH2:19][CH2:18][CH:17]([C:20]2[CH:25]=[CH:24][CH:23]=[CH:22][CH:21]=2)[CH:16]([CH2:26][N:27]([C@@H:35]([C:37]2[C:46]3[C:41](=[CH:42][CH:43]=[CH:44][CH:45]=3)[CH:40]=[CH:39][CH:38]=2)[CH3:36])C(=O)OC(C)(C)C)[CH2:15]1.[ClH:47].O1CCOCC1. (2) Given the product [C:32]([O:31][C:29]([C:28]1[CH:27]=[C:26]([CH:38]=[CH:37][CH:36]=1)[CH2:25][NH:2][C@H:3]([C:11]([O:13][C:14]([CH3:17])([CH3:16])[CH3:15])=[O:12])[CH2:4][C:5]1[CH:10]=[CH:9][CH:8]=[CH:7][CH:6]=1)=[O:30])([CH3:35])([CH3:33])[CH3:34], predict the reactants needed to synthesize it. The reactants are: Cl.[NH2:2][C@H:3]([C:11]([O:13][C:14]([CH3:17])([CH3:16])[CH3:15])=[O:12])[CH2:4][C:5]1[CH:10]=[CH:9][CH:8]=[CH:7][CH:6]=1.C(=O)([O-])[O-].[K+].[K+].Br[CH2:25][C:26]1[CH:27]=[C:28]([CH:36]=[CH:37][CH:38]=1)[C:29]([O:31][C:32]([CH3:35])([CH3:34])[CH3:33])=[O:30].O.